This data is from Full USPTO retrosynthesis dataset with 1.9M reactions from patents (1976-2016). The task is: Predict the reactants needed to synthesize the given product. (1) Given the product [CH:11]1[C:19]2[C:18]3[CH:20]=[CH:21][CH:22]=[CH:23][C:17]=3[O:16][C:15]=2[C:14]([NH:24][C:2]2[C:7]([N+:8]([O-:10])=[O:9])=[CH:6][CH:5]=[CH:4][N:3]=2)=[CH:13][CH:12]=1, predict the reactants needed to synthesize it. The reactants are: Cl[C:2]1[C:7]([N+:8]([O-:10])=[O:9])=[CH:6][CH:5]=[CH:4][N:3]=1.[CH:11]1[C:19]2[C:18]3[CH:20]=[CH:21][CH:22]=[CH:23][C:17]=3[O:16][C:15]=2[C:14]([NH2:24])=[CH:13][CH:12]=1.C(N(CC)CC)C. (2) Given the product [CH3:1][O:2][C:3](=[O:21])[C:4]([C:11]1[CH:12]=[C:13]([C:27]2[CH:28]=[C:23]([F:22])[CH:24]=[CH:25][C:26]=2[O:32][CH2:33][O:34][CH3:35])[C:14]([OH:19])=[C:15]([CH:17]=[O:18])[CH:16]=1)([CH2:8][O:9][CH3:10])[CH2:5][O:6][CH3:7], predict the reactants needed to synthesize it. The reactants are: [CH3:1][O:2][C:3](=[O:21])[C:4]([C:11]1[CH:16]=[C:15]([CH:17]=[O:18])[C:14]([OH:19])=[C:13](Br)[CH:12]=1)([CH2:8][O:9][CH3:10])[CH2:5][O:6][CH3:7].[F:22][C:23]1[CH:24]=[CH:25][C:26]([O:32][CH2:33][O:34][CH3:35])=[C:27](B(O)O)[CH:28]=1.C(=O)([O-])[O-].[Na+].[Na+].Cl. (3) Given the product [ClH:30].[Cl:30][C:27]1[CH:28]=[CH:29][C:24]([N:17]2[C:18]3[C:23](=[CH:22][CH:21]=[CH:20][CH:19]=3)[C:15]([O:14][CH:11]3[CH2:12][CH2:13][NH:8][CH2:9][CH2:10]3)=[N:16]2)=[CH:25][CH:26]=1, predict the reactants needed to synthesize it. The reactants are: C(OC([N:8]1[CH2:13][CH2:12][CH:11]([O:14][C:15]2[C:23]3[C:18](=[CH:19][CH:20]=[CH:21][CH:22]=3)[N:17]([C:24]3[CH:29]=[CH:28][C:27]([Cl:30])=[CH:26][CH:25]=3)[N:16]=2)[CH2:10][CH2:9]1)=O)(C)(C)C.Cl.O1CCOCC1. (4) Given the product [C:15]([O:14][C:12]([N:19]1[CH2:24][CH2:23][N:22]([C:2]2[C:3]3[CH:11]=[CH:10][CH:9]=[N:8][C:4]=3[N:5]=[CH:6][N:7]=2)[CH2:21][CH2:20]1)=[O:13])([CH3:18])([CH3:16])[CH3:17], predict the reactants needed to synthesize it. The reactants are: Cl[C:2]1[C:3]2[CH:11]=[CH:10][CH:9]=[N:8][C:4]=2[N:5]=[CH:6][N:7]=1.[C:12]([N:19]1[CH2:24][CH2:23][NH:22][CH2:21][CH2:20]1)([O:14][C:15]([CH3:18])([CH3:17])[CH3:16])=[O:13].C(N(CC)CC)C.